From a dataset of Catalyst prediction with 721,799 reactions and 888 catalyst types from USPTO. Predict which catalyst facilitates the given reaction. (1) Reactant: [CH3:1][O:2][C:3]1[CH:8]=[C:7]([CH2:9][CH2:10][C:11]2[C:20]3[C:15](=[CH:16][CH:17]=[CH:18][CH:19]=3)[C:14](=O)[NH:13][CH:12]=2)[CH:6]=[CH:5][N:4]=1.P(Cl)(Cl)([Cl:24])=O.Cl.O.N. Product: [Cl:24][C:14]1[C:15]2[C:20](=[CH:19][CH:18]=[CH:17][CH:16]=2)[C:11]([CH2:10][CH2:9][C:7]2[CH:6]=[CH:5][N:4]=[C:3]([O:2][CH3:1])[CH:8]=2)=[CH:12][N:13]=1. The catalyst class is: 225. (2) The catalyst class is: 314. Product: [NH2:15][C:12]1[CH:13]=[CH:14][C:9]([S:6]([N:5]([CH2:1][CH:2]([CH3:4])[CH3:3])[C:18]2[CH:23]=[CH:22][CH:21]=[CH:20][C:19]=2[C:24]([F:27])([F:25])[F:26])(=[O:8])=[O:7])=[CH:10][CH:11]=1. Reactant: [CH2:1]([N:5]([C:18]1[CH:23]=[CH:22][CH:21]=[CH:20][C:19]=1[C:24]([F:27])([F:26])[F:25])[S:6]([C:9]1[CH:14]=[CH:13][C:12]([N+:15]([O-])=O)=[CH:11][CH:10]=1)(=[O:8])=[O:7])[CH:2]([CH3:4])[CH3:3].[Cl-].[NH4+]. (3) The catalyst class is: 4. Product: [NH2:21][C:22]1[CH:29]=[CH:28][CH:27]=[C:26]([N+:30]([O-:32])=[O:31])[C:23]=1[CH2:24][NH:25][S:10]([C:5]1[CH:6]=[CH:7][CH:8]=[CH:9][C:4]=1[N+:1]([O-:3])=[O:2])(=[O:12])=[O:11]. Reactant: [N+:1]([C:4]1[CH:9]=[CH:8][CH:7]=[CH:6][C:5]=1[S:10](Cl)(=[O:12])=[O:11])([O-:3])=[O:2].C(N(CC)CC)C.[NH2:21][C:22]1[CH:29]=[CH:28][CH:27]=[C:26]([N+:30]([O-:32])=[O:31])[C:23]=1[CH2:24][NH2:25].C(=O)([O-])O.[Na+]. (4) Reactant: C([Li])CCC.Br[C:7]1[CH:12]=[CH:11][C:10]([N:13]([CH2:21][C:22]2[CH:27]=[CH:26][CH:25]=[CH:24][CH:23]=2)[CH2:14][C:15]2[CH:20]=[CH:19][CH:18]=[CH:17][CH:16]=2)=[CH:9][CH:8]=1.C([O:31][B:32](OC(C)C)[O:33]C(C)C)(C)C. Product: [C:15]1([CH2:14][N:13]([CH2:21][C:22]2[CH:27]=[CH:26][CH:25]=[CH:24][CH:23]=2)[C:10]2[CH:11]=[CH:12][C:7]([B:32]([OH:33])[OH:31])=[CH:8][CH:9]=2)[CH:20]=[CH:19][CH:18]=[CH:17][CH:16]=1. The catalyst class is: 6.